Dataset: Catalyst prediction with 721,799 reactions and 888 catalyst types from USPTO. Task: Predict which catalyst facilitates the given reaction. (1) Reactant: [N:1]1[CH:6]=[CH:5][C:4]([C:7]2[CH:15]=[CH:14][C:10]([C:11](N)=[O:12])=[CH:9][CH:8]=2)=[CH:3][CH:2]=1.[OH-].[Na+].S(=O)(=O)(O)[OH:19]. Product: [N:1]1[CH:6]=[CH:5][C:4]([C:7]2[CH:15]=[CH:14][C:10]([C:11]([OH:19])=[O:12])=[CH:9][CH:8]=2)=[CH:3][CH:2]=1. The catalyst class is: 8. (2) Product: [C:11]([O-:18])(=[O:17])[C@H:12]([CH3:13])[OH:20].[C:14]([O-:16])(=[O:15])[CH2:13][CH3:12]. Reactant: S(=O)(=O)(O)O.CS(O)(=O)=O.[C:11]([OH:18])(=[O:17])/[CH:12]=[CH:13]\[C:14]([OH:16])=[O:15].P(=O)(O)(O)[OH:20].C(O)(=O)[C@@H]([C@H](C(O)=O)O)O.C(O)(=O)/C=C/C(O)=O.C(O)(=O)CC(CC(O)=O)(C(O)=O)O.C(O)(=O)[C@H](CC(O)=O)O.C(O)(=O)[C@H](C)O.C(O)(=O)CCCCC(O)=O.C(O)(=O)CC. The catalyst class is: 559.